This data is from Forward reaction prediction with 1.9M reactions from USPTO patents (1976-2016). The task is: Predict the product of the given reaction. (1) Given the reactants [Cl:1][C:2]1[CH:7]=[CH:6][CH:5]=[CH:4][C:3]=1[CH2:8][N:9]1[C:14](=[O:15])[CH2:13][C:12](=[O:16])[N:11]([CH2:17][C:18]2[CH:23]=[CH:22][CH:21]=[CH:20][C:19]=2[Cl:24])[C:10]1=[O:25].C(N(C(C)C)CC)(C)C.[N:35]([CH2:38][C:39]([O:41]CC)=[O:40])=[C:36]=[O:37], predict the reaction product. The product is: [Cl:24][C:19]1[CH:20]=[CH:21][CH:22]=[CH:23][C:18]=1[CH2:17][N:11]1[C:12]([OH:16])=[C:13]([C:36]([NH:35][CH2:38][C:39]([OH:41])=[O:40])=[O:37])[C:14](=[O:15])[N:9]([CH2:8][C:3]2[CH:4]=[CH:5][CH:6]=[CH:7][C:2]=2[Cl:1])[C:10]1=[O:25]. (2) Given the reactants [Cl:1][C:2]1[CH:7]=[CH:6][C:5]([Cl:8])=[CH:4][C:3]=1[O:9][CH:10]([C:15]1[CH:20]=[CH:19][CH:18]=[CH:17][CH:16]=1)[CH2:11][CH2:12][CH2:13]Cl.[C:21]([O:25][C:26]([N:28]1[CH2:33][CH2:32][NH:31][CH2:30][CH2:29]1)=[O:27])([CH3:24])([CH3:23])[CH3:22].[I-].[K+].O, predict the reaction product. The product is: [Cl:1][C:2]1[CH:7]=[CH:6][C:5]([Cl:8])=[CH:4][C:3]=1[O:9][CH:10]([C:15]1[CH:20]=[CH:19][CH:18]=[CH:17][CH:16]=1)[CH2:11][CH2:12][CH2:13][N:31]1[CH2:30][CH2:29][N:28]([C:26]([O:25][C:21]([CH3:24])([CH3:23])[CH3:22])=[O:27])[CH2:33][CH2:32]1. (3) Given the reactants [CH:1]([C:3](CC)=[O:4])=[CH2:2].[CH3:7][O:8][CH:9]=[CH:10][CH:11]=[CH2:12].Cl(O)(=O)(=O)=O.[CH2:18]([C@@H]1N[C@H](C2OC(C)=CC=2)N(C)C1=O)[C:19]1C=CC=CC=1, predict the reaction product. The product is: [CH3:7][O:8][C@H:9]1[CH:19]=[CH:18][CH2:12][CH2:11][C@H:10]1[C:3](=[O:4])[CH2:1][CH3:2]. (4) Given the reactants [C:1]([O:5][C:6]([NH:8][CH:9]([C:11]1[CH:12]=[C:13]([CH:17]=[CH:18][CH:19]=1)[C:14](O)=[O:15])[CH3:10])=[O:7])([CH3:4])([CH3:3])[CH3:2].B.CSC, predict the reaction product. The product is: [OH:15][CH2:14][C:13]1[CH:12]=[C:11]([CH:9]([NH:8][C:6](=[O:7])[O:5][C:1]([CH3:4])([CH3:3])[CH3:2])[CH3:10])[CH:19]=[CH:18][CH:17]=1. (5) Given the reactants [CH3:1][C:2]1[CH:11]=[CH:10][C:9]2[O:8][CH2:7][C:6]3[CH:12]=[C:13]([C:15]([OH:17])=O)[S:14][C:5]=3[C:4]=2[CH:3]=1.[CH3:18][NH:19][C:20]1[CH:25]=[CH:24][CH:23]=[CH:22][C:21]=1[F:26].C(N(CC)CC)C, predict the reaction product. The product is: [F:26][C:21]1[CH:22]=[CH:23][CH:24]=[CH:25][C:20]=1[N:19]([CH3:18])[C:15]([C:13]1[S:14][C:5]2[C:4]3[CH:3]=[C:2]([CH3:1])[CH:11]=[CH:10][C:9]=3[O:8][CH2:7][C:6]=2[CH:12]=1)=[O:17]. (6) Given the reactants [Br:1][C:2]1[C:11]2[C:6](=[CH:7][CH:8]=[C:9]([Cl:12])[CH:10]=2)[N:5]=[C:4]([NH2:13])[CH:3]=1.[CH3:14][O:15][C:16]1[CH:23]=[CH:22][CH:21]=[CH:20][C:17]=1[CH:18]=O.C(O)(=O)C.C(O[BH-](OC(=O)C)OC(=O)C)(=O)C.[Na+], predict the reaction product. The product is: [Br:1][C:2]1[C:11]2[C:6](=[CH:7][CH:8]=[C:9]([Cl:12])[CH:10]=2)[N:5]=[C:4]([NH:13][CH2:18][C:17]2[CH:20]=[CH:21][CH:22]=[CH:23][C:16]=2[O:15][CH3:14])[CH:3]=1. (7) Given the reactants Br[C:2]1[CH:3]=[CH:4][CH:5]=[C:6]2[C:11]=1[N:10]=[CH:9][CH:8]=[CH:7]2.[NH:12]1[CH2:17][CH2:16][NH:15][CH2:14][CH2:13]1, predict the reaction product. The product is: [N:12]1([C:2]2[CH:3]=[CH:4][CH:5]=[C:6]3[C:11]=2[N:10]=[CH:9][CH:8]=[CH:7]3)[CH2:17][CH2:16][NH:15][CH2:14][CH2:13]1.